The task is: Predict the reactants needed to synthesize the given product.. This data is from Full USPTO retrosynthesis dataset with 1.9M reactions from patents (1976-2016). (1) Given the product [F:8][C:7]1[C:2]([C:28]2[CH:29]=[CH:30][C:25]([S:22]([CH3:21])(=[O:24])=[O:23])=[CH:26][CH:27]=2)=[CH:3][C:4]([C:9]2[C:10]([C:14]3[CH:19]=[CH:18][CH:17]=[C:16]([CH3:20])[N:15]=3)=[N:11][NH:12][CH:13]=2)=[CH:5][CH:6]=1, predict the reactants needed to synthesize it. The reactants are: Br[C:2]1[CH:3]=[C:4]([C:9]2[C:10]([C:14]3[CH:19]=[CH:18][CH:17]=[C:16]([CH3:20])[N:15]=3)=[N:11][NH:12][CH:13]=2)[CH:5]=[CH:6][C:7]=1[F:8].[CH3:21][S:22]([C:25]1[CH:30]=[CH:29][C:28](B(O)O)=[CH:27][CH:26]=1)(=[O:24])=[O:23].O. (2) Given the product [NH2:31][C:2]1[CH:7]=[CH:6][C:5]([C:8]([C:10]2[CH:11]=[N:12][C:13]3[C:18]([C:19]=2[C:20]2[CH:25]=[CH:24][CH:23]=[CH:22][CH:21]=2)=[CH:17][CH:16]=[CH:15][C:14]=3[C:26]([F:27])([F:28])[F:29])=[O:9])=[CH:4][CH:3]=1, predict the reactants needed to synthesize it. The reactants are: F[C:2]1[CH:7]=[CH:6][C:5]([C:8]([C:10]2[CH:11]=[N:12][C:13]3[C:18]([C:19]=2[C:20]2[CH:25]=[CH:24][CH:23]=[CH:22][CH:21]=2)=[CH:17][CH:16]=[CH:15][C:14]=3[C:26]([F:29])([F:28])[F:27])=[O:9])=[CH:4][CH:3]=1.[OH-].[NH4+:31]. (3) Given the product [C:1]([O:5][C:6]([N:8]1[CH2:9][CH2:10][CH:11]([CH:14]2[O:32][C:17]3=[CH:18][N:19]=[C:20]([C:22]4[CH:23]=[CH:24][C:25]([S:28]([CH3:31])(=[O:29])=[O:30])=[CH:26][CH:27]=4)[CH:21]=[C:16]3[CH2:15]2)[CH2:12][CH2:13]1)=[O:7])([CH3:4])([CH3:3])[CH3:2], predict the reactants needed to synthesize it. The reactants are: [C:1]([O:5][C:6]([N:8]1[CH2:13][CH2:12][CH:11]([C:14]2[O:32][C:17]3=[CH:18][N:19]=[C:20]([C:22]4[CH:27]=[CH:26][C:25]([S:28]([CH3:31])(=[O:30])=[O:29])=[CH:24][CH:23]=4)[CH:21]=[C:16]3[CH:15]=2)[CH2:10][CH2:9]1)=[O:7])([CH3:4])([CH3:3])[CH3:2].C(O)(=O)C. (4) Given the product [O:19]1[C:18]2[CH:17]=[CH:16][N:15]=[CH:14][C:13]=2[CH:12]=[C:11]1[C:8]1[N:6]2[N:7]=[C:2]([N:21]([CH3:20])[CH2:22][CH:23]([C:25]3[CH:30]=[CH:29][CH:28]=[CH:27][CH:26]=3)[OH:24])[CH:3]=[CH:4][C:5]2=[N:10][CH:9]=1, predict the reactants needed to synthesize it. The reactants are: Cl[C:2]1[CH:3]=[CH:4][C:5]2[N:6]([C:8]([C:11]3[O:19][C:18]4[CH:17]=[CH:16][N:15]=[CH:14][C:13]=4[CH:12]=3)=[CH:9][N:10]=2)[N:7]=1.[CH3:20][NH:21][CH2:22][CH:23]([C:25]1[CH:30]=[CH:29][CH:28]=[CH:27][CH:26]=1)[OH:24].C(N(CC)C(C)C)(C)C. (5) Given the product [C:12]([C:5]1[C:6]2[C:11](=[CH:10][CH:9]=[CH:8][CH:7]=2)[C:2]([S-:14])=[CH:3][CH:4]=1)#[N:13].[Na+:15], predict the reactants needed to synthesize it. The reactants are: F[C:2]1[C:11]2[C:6](=[CH:7][CH:8]=[CH:9][CH:10]=2)[C:5]([C:12]#[N:13])=[CH:4][CH:3]=1.[S-2:14].[Na+:15].[Na+].